Predict the reaction yield, written as a fraction of the theoretical maximum amount of product (1.0 means a 100% yield; for example, 0.34 means a 34% yield). From a dataset of Reaction yield outcomes from USPTO patents with 853,638 reactions. The reactants are [CH:1]1([C:4]2[CH:5]=[CH:6][C:7]([C:15]([NH:17][C:18]3([CH2:22][C:23](O)=[O:24])[CH2:21][S:20][CH2:19]3)=[O:16])=[N:8][C:9]=2[O:10][CH2:11][CH:12]2[CH2:14][CH2:13]2)[CH2:3][CH2:2]1.C1N=C[N:28](C(N2C=NC=C2)=O)C=1.N. No catalyst specified. The product is [NH2:28][C:23](=[O:24])[CH2:22][C:18]1([NH:17][C:15]([C:7]2[CH:6]=[CH:5][C:4]([CH:1]3[CH2:2][CH2:3]3)=[C:9]([O:10][CH2:11][CH:12]3[CH2:14][CH2:13]3)[N:8]=2)=[O:16])[CH2:19][S:20][CH2:21]1. The yield is 0.200.